This data is from Catalyst prediction with 721,799 reactions and 888 catalyst types from USPTO. The task is: Predict which catalyst facilitates the given reaction. Reactant: [N+:1]([C:4]1[O:8][C:7]([C:9]([N:11]2[CH2:16][CH2:15][NH:14][CH2:13][CH2:12]2)=[O:10])=[CH:6][CH:5]=1)([O-:3])=[O:2].[F:17][C:18]1[CH:25]=[CH:24][C:21]([CH:22]=O)=[CH:20][CH:19]=1.CC(O)=O. Product: [F:17][C:18]1[CH:25]=[CH:24][C:21]([CH2:22][N:14]2[CH2:15][CH2:16][N:11]([C:9]([C:7]3[O:8][C:4]([N+:1]([O-:3])=[O:2])=[CH:5][CH:6]=3)=[O:10])[CH2:12][CH2:13]2)=[CH:20][CH:19]=1. The catalyst class is: 1.